This data is from Catalyst prediction with 721,799 reactions and 888 catalyst types from USPTO. The task is: Predict which catalyst facilitates the given reaction. (1) Reactant: [CH3:1][NH:2][C:3]1[CH:8]=[CH:7][C:6]([C:9]2[S:10][C:11]3[CH:17]=[C:16]([OH:18])[CH:15]=[CH:14][C:12]=3[N:13]=2)=[CH:5][C:4]=1[N+:19]([O-:21])=[O:20].[H-].[Na+].[CH2:24]([O:26][CH2:27]Cl)[CH3:25]. Product: [N+:19]([C:4]1[CH:5]=[C:6]([C:9]2[S:10][C:11]3[CH:17]=[C:16]([O:18][CH2:27][O:26][CH2:24][CH3:25])[CH:15]=[CH:14][C:12]=3[N:13]=2)[CH:7]=[CH:8][C:3]=1[NH:2][CH3:1])([O-:21])=[O:20]. The catalyst class is: 1. (2) Reactant: [NH2:1][C:2]1[C:3]([Cl:17])=[CH:4][C:5]([F:16])=[C:6]([CH:15]=1)[CH2:7][NH:8][C:9](=[O:14])[C:10]([F:13])([F:12])[F:11].[N:18]([O-])=O.[Na+].O.O.Cl[Sn]Cl. Product: [Cl:17][C:3]1[C:2]([NH:1][NH2:18])=[CH:15][C:6]([CH2:7][NH:8][C:9](=[O:14])[C:10]([F:11])([F:12])[F:13])=[C:5]([F:16])[CH:4]=1. The catalyst class is: 33. (3) Reactant: [Li+].[OH-].C[O:4][C:5]([C:7]1[N:8]=[C:9]2[C:14]([C:15]([F:18])([F:17])[F:16])=[CH:13][C:12]([C:19]3[CH2:23][CH2:22][CH2:21][CH:20]=3)=[CH:11][N:10]2[C:24]=1[Cl:25])=[O:6].Cl. Product: [Cl:25][C:24]1[N:10]2[CH:11]=[C:12]([C:19]3[CH2:23][CH2:22][CH2:21][CH:20]=3)[CH:13]=[C:14]([C:15]([F:17])([F:16])[F:18])[C:9]2=[N:8][C:7]=1[C:5]([OH:6])=[O:4]. The catalyst class is: 444. (4) Reactant: [F:1][C:2]1[CH:7]=[CH:6][C:5]([C:8]2[CH:12]=[C:11]([NH2:13])[NH:10][N:9]=2)=[CH:4][CH:3]=1.O.[N+:15]([CH:18]([CH:21]=O)[CH:19]=O)([O-:17])=[O:16].[Na]. Product: [F:1][C:2]1[CH:3]=[CH:4][C:5]([C:8]2[C:12]3[C:11](=[N:13][CH:19]=[C:18]([N+:15]([O-:17])=[O:16])[CH:21]=3)[NH:10][N:9]=2)=[CH:6][CH:7]=1. The catalyst class is: 86. (5) Reactant: [Br:1][C:2]1[CH:7]=[CH:6][C:5]([CH2:8][CH2:9][CH2:10]O)=[CH:4][CH:3]=1.C1C=CC(P(C2C=CC=CC=2)C2C=CC=CC=2)=CC=1.C(Br)(Br)(Br)[Br:32]. Product: [Br:1][C:2]1[CH:7]=[CH:6][C:5]([CH2:8][CH2:9][CH2:10][Br:32])=[CH:4][CH:3]=1. The catalyst class is: 1. (6) Reactant: [OH:1][C:2]([C:4]([F:7])([F:6])[F:5])=[O:3].C([N:15]1[CH2:24][CH2:23][C:22]2[C:17](=[N:18][C:19]([N:29]3[CH2:34][CH2:33][CH:32]([S:35]([C:38]4[CH:43]=[CH:42][CH:41]=[C:40]([F:44])[CH:39]=4)(=[O:37])=[O:36])[CH2:31][CH2:30]3)=[C:20]([NH:25][CH:26]([CH3:28])[CH3:27])[N:21]=2)[CH2:16]1)C1C=CC=CC=1. Product: [F:44][C:40]1[CH:39]=[C:38]([S:35]([CH:32]2[CH2:33][CH2:34][N:29]([C:19]3[N:18]=[C:17]4[CH2:16][NH:15][CH2:24][CH2:23][C:22]4=[N:21][C:20]=3[NH:25][CH:26]([CH3:28])[CH3:27])[CH2:30][CH2:31]2)(=[O:36])=[O:37])[CH:43]=[CH:42][CH:41]=1.[C:2]([OH:3])([C:4]([F:7])([F:6])[F:5])=[O:1]. The catalyst class is: 833. (7) Reactant: Br[C:2]1[CH:7]=[CH:6][C:5]([C:8]([CH2:24][CH3:25])=[C:9]([C:17]2[CH:22]=[CH:21][C:20]([OH:23])=[CH:19][CH:18]=2)[C:10]2[CH:15]=[CH:14][C:13]([OH:16])=[CH:12][CH:11]=2)=[CH:4][CH:3]=1.[C:26]([Cu])#[N:27]. The catalyst class is: 37. Product: [CH2:24]([C:8]([C:5]1[CH:6]=[CH:7][C:2]([C:26]#[N:27])=[CH:3][CH:4]=1)=[C:9]([C:17]1[CH:22]=[CH:21][C:20]([OH:23])=[CH:19][CH:18]=1)[C:10]1[CH:15]=[CH:14][C:13]([OH:16])=[CH:12][CH:11]=1)[CH3:25]. (8) Reactant: Br[C:2]1[N:25]=[CH:24][C:5]2[N:6]([C:21](=[O:23])[CH3:22])[C@@H:7]([CH3:20])[CH2:8][N:9]([S:10]([C:13]3[CH:19]=[CH:18][C:16]([CH3:17])=[CH:15][CH:14]=3)(=[O:12])=[O:11])[C:4]=2[CH:3]=1.[CH3:26][S:27]([C:30]1[CH:35]=[CH:34][C:33](B(O)O)=[CH:32][CH:31]=1)(=[O:29])=[O:28].C1(P(C2CCCCC2)C2C=CC=CC=2C2C(C(C)C)=CC(C(C)C)=CC=2C(C)C)CCCCC1.C(=O)([O-])[O-].[Cs+].[Cs+]. Product: [CH3:20][C@H:7]1[CH2:8][N:9]([S:10]([C:13]2[CH:19]=[CH:18][C:16]([CH3:17])=[CH:15][CH:14]=2)(=[O:12])=[O:11])[C:4]2[CH:3]=[C:2]([C:33]3[CH:34]=[CH:35][C:30]([S:27]([CH3:26])(=[O:29])=[O:28])=[CH:31][CH:32]=3)[N:25]=[CH:24][C:5]=2[N:6]1[C:21](=[O:23])[CH3:22]. The catalyst class is: 333. (9) Reactant: [Cl:1][C:2]1[C:3]([CH3:33])=[C:4]([S:8]([N:11]2[CH2:16][CH2:15][CH2:14][C@H:13]([NH:17][C:18]([C@H:20]3[CH2:25][CH2:24][CH2:23][N:22]([C:26](OC(C)(C)C)=[O:27])[CH2:21]3)=[O:19])[CH2:12]2)(=[O:10])=[O:9])[CH:5]=[CH:6][CH:7]=1.Cl.[C:35](O)(C(F)(F)F)=O. Product: [C:26]([N:22]1[CH2:23][CH2:24][CH2:25][C@H:20]([C:18]([NH:17][C@H:13]2[CH2:14][CH2:15][CH2:16][N:11]([S:8]([C:4]3[CH:5]=[CH:6][CH:7]=[C:2]([Cl:1])[C:3]=3[CH3:33])(=[O:9])=[O:10])[CH2:12]2)=[O:19])[CH2:21]1)(=[O:27])[CH3:35]. The catalyst class is: 169.